Dataset: Full USPTO retrosynthesis dataset with 1.9M reactions from patents (1976-2016). Task: Predict the reactants needed to synthesize the given product. (1) Given the product [N:1]1[CH:2]=[N:3][N:4]2[CH:9]=[CH:8][C:7]([O:10][C:11]3[CH:16]=[CH:15][C:14]([NH:17][C:18]4[C:27]5[C:22](=[CH:23][CH:24]=[C:25]([NH:28][C:29]([NH:33][C:32]([CH3:35])([CH3:34])[CH2:31][OH:30])=[S:47])[CH:26]=5)[N:21]=[CH:20][N:19]=4)=[CH:13][C:12]=3[CH3:36])=[CH:6][C:5]=12, predict the reactants needed to synthesize it. The reactants are: [N:1]1[CH:2]=[N:3][N:4]2[CH:9]=[CH:8][C:7]([O:10][C:11]3[CH:16]=[CH:15][C:14]([NH:17][C:18]4[C:27]5[C:22](=[CH:23][CH:24]=[C:25]([NH:28][C:29]6[O:30][CH2:31][C:32]([CH3:35])([CH3:34])[N:33]=6)[CH:26]=5)[N:21]=[CH:20][N:19]=4)=[CH:13][C:12]=3[CH3:36])=[CH:6][C:5]=12.C(C1C=C(NC(NC(C)(C)CO)=[S:47])C=CC=1/N=C/N(C)C)#N.N1C=NN2C=CC(OC3C=CC(N)=CC=3C)=CC=12. (2) Given the product [C@@H:6]1([C:24]2[CH:29]=[CH:28][C:27]([Cl:30])=[C:26]([CH2:31][C:32]3[S:33][C:34]([C:37]4[CH:42]=[CH:41][CH:40]=[C:39]([O:43][CH2:44][CH3:45])[N:38]=4)=[CH:35][CH:36]=3)[CH:25]=2)[O:7][C@H:8]([CH2:19][OH:20])[C@@H:9]([OH:15])[C@H:10]([OH:11])[C@H:5]1[OH:4], predict the reactants needed to synthesize it. The reactants are: C([O:4][C@@H:5]1[C@@H:10]([O:11]C(=O)C)[C@H:9]([O:15]C(=O)C)[C@@H:8]([CH2:19][O:20]C(=O)C)[O:7][C@H:6]1[C:24]1[CH:29]=[CH:28][C:27]([Cl:30])=[C:26]([CH2:31][C:32]2[S:33][C:34]([C:37]3[CH:42]=[CH:41][CH:40]=[C:39]([O:43][CH2:44][CH3:45])[N:38]=3)=[CH:35][CH:36]=2)[CH:25]=1)(=O)C.[H-].[Na+]. (3) The reactants are: [CH3:1][S:2](Cl)(=[O:4])=[O:3].[OH:6][CH2:7][C:8]1[O:12][N:11]=[C:10]([C:13]([O:15][CH2:16][CH3:17])=[O:14])[CH:9]=1.C(N(CC)CC)C. Given the product [CH3:1][S:2]([O:6][CH2:7][C:8]1[O:12][N:11]=[C:10]([C:13]([O:15][CH2:16][CH3:17])=[O:14])[CH:9]=1)(=[O:4])=[O:3], predict the reactants needed to synthesize it.